From a dataset of Full USPTO retrosynthesis dataset with 1.9M reactions from patents (1976-2016). Predict the reactants needed to synthesize the given product. (1) Given the product [F:1][C:2]1[CH:3]=[C:4]([C:5]([N:15]2[C@@H:16]3[C@@H:21]([C:20]4[CH:22]=[CH:23][CH:24]=[CH:25][C:19]=4[CH2:18][CH2:17]3)[CH2:12][CH2:13][CH2:14]2)=[O:7])[CH:8]=[CH:9][C:10]=1[OH:11], predict the reactants needed to synthesize it. The reactants are: [F:1][C:2]1[CH:3]=[C:4]([CH:8]=[CH:9][C:10]=1[OH:11])[C:5]([OH:7])=O.[CH2:12]1[C@H:21]2[C@H:16]([CH2:17][CH2:18][C:19]3[CH:25]=[CH:24][CH:23]=[CH:22][C:20]=32)[NH:15][CH2:14][CH2:13]1.F[P-](F)(F)(F)(F)F.N1(OC(N(C)C)=[N+](C)C)C2N=CC=CC=2N=N1. (2) Given the product [Cl:12][C:13]1[CH:14]=[N:15][CH:16]=[C:17]([Cl:21])[C:18]=1[CH2:19][NH:6][C:5]1[CH:7]=[CH:8][CH:9]=[CH:10][C:4]=1[C:3]([OH:2])=[O:11], predict the reactants needed to synthesize it. The reactants are: C[O:2][C:3](=[O:11])[C:4]1[C:5](=[CH:7][CH:8]=[CH:9][CH:10]=1)[NH2:6].[Cl:12][C:13]1[CH:14]=[N:15][CH:16]=[C:17]([Cl:21])[C:18]=1[CH:19]=O. (3) Given the product [CH3:1][O:2][C:3]1[CH:10]=[CH:9][C:6]([CH:7]=[C:22]([N+:19]([O-:21])=[O:20])[CH2:23][CH3:24])=[CH:5][C:4]=1[CH2:11][CH2:12][CH3:13], predict the reactants needed to synthesize it. The reactants are: [CH3:1][O:2][C:3]1[CH:10]=[CH:9][C:6]([CH:7]=O)=[CH:5][C:4]=1[CH2:11][CH2:12][CH3:13].C([O-])(=O)C.[NH4+].[N+:19]([CH2:22][CH2:23][CH3:24])([O-:21])=[O:20].